From a dataset of Forward reaction prediction with 1.9M reactions from USPTO patents (1976-2016). Predict the product of the given reaction. (1) Given the reactants [CH2:1]1[O:15][C:14]2[CH:13]=[CH:12][C:5]([CH2:6][C@H:7]3[CH2:10][O:9][C:8]3=[O:11])=[CH:4][C:3]=2[O:2]1.C1(C)C=CC=CC=1.[C:23]([O-:26])(=[S:25])[CH3:24].[K+].S(=O)(=O)(O)O, predict the reaction product. The product is: [C:23]([S:25][CH2:10][C@@H:7]([CH2:6][C:5]1[CH:12]=[CH:13][C:14]2[O:15][CH2:1][O:2][C:3]=2[CH:4]=1)[C:8]([OH:9])=[O:11])(=[O:26])[CH3:24]. (2) Given the reactants [Cl:1][C:2]1[CH:9]=[CH:8][C:5]([CH2:6][NH2:7])=[CH:4][CH:3]=1.ClC(Cl)(O[C:14](=[O:20])OC(Cl)(Cl)Cl)Cl.[N-:22]=[C:23]=O.[CH3:25][N:26]([CH:28]=[O:29])C, predict the reaction product. The product is: [Cl:1][C:2]1[CH:9]=[CH:8][C:5]([CH2:6][NH:7][C:28]([NH:26][C:25]2[C:23]3[NH:22][C:14](=[O:20])[NH:7][C:6]=3[CH:5]=[CH:4][CH:3]=2)=[O:29])=[CH:4][CH:3]=1. (3) Given the reactants [CH2:1]([O:8][C:9]1[CH:10]=[CH:11][C:12]([CH2:15]O)=[N:13][CH:14]=1)[C:2]1[CH:7]=[CH:6][CH:5]=[CH:4][CH:3]=1.[C:17]1(=[O:27])[NH:21][C:20](=[O:22])[C:19]2=[CH:23][CH:24]=[CH:25][CH:26]=[C:18]12.C1(P(C2C=CC=CC=2)C2C=CC=CC=2)C=CC=CC=1.N(C(OCC)=O)=NC(OCC)=O, predict the reaction product. The product is: [CH2:1]([O:8][C:9]1[CH:10]=[CH:11][C:12]([CH2:15][N:21]2[C:17](=[O:27])[C:18]3[C:19](=[CH:23][CH:24]=[CH:25][CH:26]=3)[C:20]2=[O:22])=[N:13][CH:14]=1)[C:2]1[CH:3]=[CH:4][CH:5]=[CH:6][CH:7]=1. (4) Given the reactants [C:1]1([C:12]2[CH:17]=[CH:16][CH:15]=[CH:14][CH:13]=2)[CH:6]=[CH:5][C:4]([O:7][CH2:8][C:9]([OH:11])=O)=[CH:3][CH:2]=1.[NH:18]1[C:22]([C:23]2[CH:28]=[CH:27][CH:26]=[CH:25][C:24]=2[NH2:29])=[N:21][N:20]=[N:19]1, predict the reaction product. The product is: [C:1]1([C:12]2[CH:17]=[CH:16][CH:15]=[CH:14][CH:13]=2)[CH:2]=[CH:3][C:4]([O:7][CH2:8][C:9]([NH:29][C:24]2[CH:25]=[CH:26][CH:27]=[CH:28][C:23]=2[C:22]2[NH:21][N:20]=[N:19][N:18]=2)=[O:11])=[CH:5][CH:6]=1. (5) Given the reactants [CH2:1]([C@H:8]([NH:20][C:21](=[O:31])[O:22][C@@H:23]1[C@H:30]2[C@H:26]([O:27][CH2:28][CH2:29]2)[O:25][CH2:24]1)[C@H:9]([OH:19])[CH2:10][NH:11][O:12][CH:13]1[CH2:18][CH2:17][O:16][CH2:15][CH2:14]1)[C:2]1[CH:7]=[CH:6][CH:5]=[CH:4][CH:3]=1.[O:32]1[C:36]2[CH:37]=[CH:38][C:39]([S:41](Cl)(=[O:43])=[O:42])=[CH:40][C:35]=2[O:34][CH2:33]1.C(N(C(C)C)CC)(C)C, predict the reaction product. The product is: [O:32]1[C:36]2[CH:37]=[CH:38][C:39]([S:41]([N:11]([O:12][CH:13]3[CH2:18][CH2:17][O:16][CH2:15][CH2:14]3)[CH2:10][CH:9]([OH:19])[CH:8]([NH:20][C:21](=[O:31])[O:22][C@@H:23]3[C@H:30]4[C@H:26]([O:27][CH2:28][CH2:29]4)[O:25][CH2:24]3)[CH2:1][C:2]3[CH:3]=[CH:4][CH:5]=[CH:6][CH:7]=3)(=[O:42])=[O:43])=[CH:40][C:35]=2[O:34][CH2:33]1. (6) Given the reactants [C:1]([O:5][C:6]([N:8]1[CH2:13][CH2:12][CH:11]([C:14]2[CH:19]=[CH:18][C:17]([NH2:20])=[C:16]([C:21]3[CH2:27][CH2:26][CH2:25][CH2:24][CH2:23][CH:22]=3)[CH:15]=2)[CH2:10][CH2:9]1)=[O:7])([CH3:4])([CH3:3])[CH3:2].[K+].[C:29]([C:31]1[N:32]=[C:33]([C:44]([O-])=[O:45])[N:34]([CH2:36][O:37][CH2:38][CH2:39][Si:40]([CH3:43])([CH3:42])[CH3:41])[CH:35]=1)#[N:30].C1CN([P+](Br)(N2CCCC2)N2CCCC2)CC1.F[P-](F)(F)(F)(F)F.CCN(C(C)C)C(C)C, predict the reaction product. The product is: [C:1]([O:5][C:6]([N:8]1[CH2:13][CH2:12][CH:11]([C:14]2[CH:19]=[CH:18][C:17]([NH:20][C:44]([C:33]3[N:34]([CH2:36][O:37][CH2:38][CH2:39][Si:40]([CH3:43])([CH3:42])[CH3:41])[CH:35]=[C:31]([C:29]#[N:30])[N:32]=3)=[O:45])=[C:16]([C:21]3[CH2:27][CH2:26][CH2:25][CH2:24][CH2:23][CH:22]=3)[CH:15]=2)[CH2:10][CH2:9]1)=[O:7])([CH3:4])([CH3:2])[CH3:3].